Dataset: Peptide-MHC class I binding affinity with 185,985 pairs from IEDB/IMGT. Task: Regression. Given a peptide amino acid sequence and an MHC pseudo amino acid sequence, predict their binding affinity value. This is MHC class I binding data. The peptide sequence is ASYAAAAAY. The MHC is SLA-10401 with pseudo-sequence SLA-10401. The binding affinity (normalized) is 0.386.